This data is from Reaction yield outcomes from USPTO patents with 853,638 reactions. The task is: Predict the reaction yield, written as a fraction of the theoretical maximum amount of product (1.0 means a 100% yield; for example, 0.34 means a 34% yield). (1) The reactants are [C:1]([O:4][C@H:5]1[CH2:22][CH2:21][C@@:20]2([CH3:23])[C@@H:7]([CH2:8][CH2:9][C@:10]3([CH3:35])[C@@H:19]2[CH2:18][CH2:17][C@H:16]2[C@@:11]3([CH3:34])[CH2:12][CH2:13][C@@:14]3([C:30]([NH:32][NH2:33])=[O:31])[CH2:26][CH2:25][C@@H:24]([C:27]([CH3:29])=[CH2:28])[C@@H:15]32)[C:6]1([CH3:37])[CH3:36])(=[O:3])[CH3:2].CCN(C(C)C)C(C)C.[C:47](Cl)(=[O:54])[C:48]1[CH:53]=[CH:52][CH:51]=[N:50][CH:49]=1. The catalyst is C(Cl)Cl.O. The product is [C:1]([O:4][C@H:5]1[CH2:22][CH2:21][C@@:20]2([CH3:23])[C@@H:7]([CH2:8][CH2:9][C@:10]3([CH3:35])[C@@H:19]2[CH2:18][CH2:17][C@H:16]2[C@@:11]3([CH3:34])[CH2:12][CH2:13][C@@:14]3([C:30]([NH:32][NH:33][C:47](=[O:54])[C:48]4[CH:53]=[CH:52][CH:51]=[N:50][CH:49]=4)=[O:31])[CH2:26][CH2:25][C@@H:24]([C:27]([CH3:29])=[CH2:28])[C@@H:15]32)[C:6]1([CH3:37])[CH3:36])(=[O:3])[CH3:2]. The yield is 0.770. (2) The reactants are [H-].[Na+].NC1C=CC=CC=1.[CH3:10][C:11]1[CH2:15][C:14]([CH3:16])=[C:13]([CH3:17])[C:12]=1[CH3:18].Cl[Si:20]([C:33]1[CH:38]=[CH:37][CH:36]=[CH:35][CH:34]=1)([C:27]1[CH:32]=[CH:31][CH:30]=[CH:29][CH:28]=1)[C:21]1[CH:26]=[CH:25][CH:24]=[CH:23][CH:22]=1.C(=O)([O-])O.[Na+].C(=O)([O-])[O-].[Na+].[Na+]. The catalyst is O1CCCC1.C1(C)C=CC=CC=1. The product is [C:33]1([Si:20]([C:21]2[CH:22]=[CH:23][CH:24]=[CH:25][CH:26]=2)([C:27]2[CH:32]=[CH:31][CH:30]=[CH:29][CH:28]=2)[C:15]2[CH:14]([CH3:16])[C:13]([CH3:17])=[C:12]([CH3:18])[C:11]=2[CH3:10])[CH:34]=[CH:35][CH:36]=[CH:37][CH:38]=1. The yield is 0.663.